This data is from Full USPTO retrosynthesis dataset with 1.9M reactions from patents (1976-2016). The task is: Predict the reactants needed to synthesize the given product. (1) The reactants are: OC(C1C=CC=C(C2C=C3[C:20]([C:21]4C=C[CH:24]=[CH:23][C:22]=4[O:27][CH3:28])=[CH:19][N:18](S(C4C=CC(C)=CC=4)(=O)=O)C3=NC=2)C=1)C(O)=O.CNCC1CCC[O:43]1.C(N(C(C)C)CC)(C)C. Given the product [O:27]1[CH2:28][CH2:24][CH2:23][CH:22]1[CH2:21][CH2:20][C:19]([NH2:18])=[O:43], predict the reactants needed to synthesize it. (2) Given the product [CH3:1][O:2][C:3]1[CH:14]=[CH:13][C:6]([CH2:7][N:8]2[C@@H:9]([CH3:12])[CH2:10][O:11][C@@H:17]([CH2:18][OH:19])[CH2:15]2)=[CH:5][CH:4]=1, predict the reactants needed to synthesize it. The reactants are: [CH3:1][O:2][C:3]1[CH:14]=[CH:13][C:6]([CH2:7][NH:8][C@@H:9]([CH3:12])[CH2:10][OH:11])=[CH:5][CH:4]=1.[CH2:15]([C@H:17]1[O:19][CH2:18]1)Cl.Cl([O-])(=O)(=O)=O.[Li+].C[O-].[Na+].[NH4+].[Cl-]. (3) Given the product [CH3:1][N:2]([CH3:12])[C:3]1[CH:8]=[CH:7][C:6]([NH2:9])=[N:5][CH:4]=1, predict the reactants needed to synthesize it. The reactants are: [CH3:1][N:2]([CH3:12])[C:3]1[CH:4]=[N:5][C:6]([N+:9]([O-])=O)=[CH:7][CH:8]=1.[H][H]. (4) Given the product [F:16][C:17]1[N:22]=[C:21]([N:23]2[CH2:28][CH2:27][N:26]([CH2:2][CH2:3][CH2:4][CH2:5][CH2:6][N:7]3[C:12](=[O:13])[N:11]([CH3:14])[C:10](=[O:15])[CH:9]=[N:8]3)[CH2:25][CH2:24]2)[CH:20]=[CH:19][CH:18]=1, predict the reactants needed to synthesize it. The reactants are: Cl[CH2:2][CH2:3][CH2:4][CH2:5][CH2:6][N:7]1[C:12](=[O:13])[N:11]([CH3:14])[C:10](=[O:15])[CH:9]=[N:8]1.[F:16][C:17]1[N:22]=[C:21]([N:23]2[CH2:28][CH2:27][NH:26][CH2:25][CH2:24]2)[CH:20]=[CH:19][CH:18]=1.C(N(CC)CC)C.